Dataset: Full USPTO retrosynthesis dataset with 1.9M reactions from patents (1976-2016). Task: Predict the reactants needed to synthesize the given product. (1) Given the product [O:9]1[C:10]2[C:15](=[CH:14][CH:13]=[CH:12][CH:11]=2)[C:6]([C:21]2[CH:22]=[CH:23][C:18]([C:24]([O:28][CH3:27])=[O:35])=[CH:19][CH:20]=2)=[CH:7][CH2:8]1, predict the reactants needed to synthesize it. The reactants are: FC(F)(F)S([C:6]1[C:15]2[C:10](=[CH:11][CH:12]=[CH:13][CH:14]=2)[O:9][CH2:8][CH:7]=1)(=O)=O.[C:18]1([CH3:24])[CH:23]=[CH:22][CH:21]=[CH:20][CH:19]=1.[Cl-].[Li+].[C:27](=O)([O-])[O-:28].[K+].[K+].C([OH:35])C. (2) Given the product [CH2:15]([O:8][C:5]1[CH:6]=[CH:7][C:2]([Br:1])=[CH:3][CH:4]=1)[CH3:16], predict the reactants needed to synthesize it. The reactants are: [Br:1][C:2]1[CH:7]=[CH:6][C:5]([OH:8])=[CH:4][CH:3]=1.C(=O)([O-])[O-].[K+].[K+].[CH2:15](I)[CH3:16]. (3) Given the product [F:21][C:22]1[CH:27]=[CH:26][CH:25]=[C:24]([F:28])[C:23]=1[NH:29][C:30]([NH:20][C:18]1[CH:19]=[C:14]([NH:13][C:10]2[CH:11]=[CH:12][C:7]([N:1]3[CH2:6][CH2:5][O:4][CH2:3][CH2:2]3)=[CH:8][CH:9]=2)[N:15]=[CH:16][N:17]=1)=[O:31], predict the reactants needed to synthesize it. The reactants are: [N:1]1([C:7]2[CH:12]=[CH:11][C:10]([NH:13][C:14]3[CH:19]=[C:18]([NH2:20])[N:17]=[CH:16][N:15]=3)=[CH:9][CH:8]=2)[CH2:6][CH2:5][O:4][CH2:3][CH2:2]1.[F:21][C:22]1[CH:27]=[CH:26][CH:25]=[C:24]([F:28])[C:23]=1[N:29]=[C:30]=[O:31].